From a dataset of Full USPTO retrosynthesis dataset with 1.9M reactions from patents (1976-2016). Predict the reactants needed to synthesize the given product. (1) The reactants are: [C:1]1([CH:7]([C:40]2[CH:45]=[CH:44][CH:43]=[CH:42][CH:41]=2)[CH2:8][N:9]([CH2:28][C:29]2[CH:34]=[CH:33][CH:32]=[C:31]([C:35]([F:38])([F:37])[F:36])[C:30]=2[Cl:39])[CH2:10][CH2:11][CH2:12][O:13][C:14]2[C:15]([CH3:27])([CH3:26])[CH:16]([CH:20]([CH3:25])[C:21]([O:23]C)=[O:22])[CH:17]=[CH:18][CH:19]=2)[CH:6]=[CH:5][CH:4]=[CH:3][CH:2]=1.[OH-].[Na+].Cl. Given the product [C:1]1([CH:7]([C:40]2[CH:41]=[CH:42][CH:43]=[CH:44][CH:45]=2)[CH2:8][N:9]([CH2:28][C:29]2[CH:34]=[CH:33][CH:32]=[C:31]([C:35]([F:36])([F:37])[F:38])[C:30]=2[Cl:39])[CH2:10][CH2:11][CH2:12][O:13][C:14]2[C:15]([CH3:26])([CH3:27])[CH:16]([CH:20]([CH3:25])[C:21]([OH:23])=[O:22])[CH:17]=[CH:18][CH:19]=2)[CH:6]=[CH:5][CH:4]=[CH:3][CH:2]=1, predict the reactants needed to synthesize it. (2) Given the product [CH2:7]([C@H:4]1[NH:3][C:11](=[O:12])[CH2:10][O:6][CH2:5]1)[CH3:8], predict the reactants needed to synthesize it. The reactants are: [H-].[Na+].[NH2:3][C@H:4]([CH2:7][CH3:8])[CH2:5][OH:6].Cl[CH2:10][C:11](Cl)=[O:12].[Cl-].[NH4+]. (3) Given the product [Cl:1][C:2]1[CH:7]=[CH:6][C:5]([N:8]2[CH2:13][CH2:12][O:11][C:10]3[CH:14]=[C:15]([S:18]([O:31][C:30]4[C:29]([F:32])=[C:28]([F:33])[C:27]([F:34])=[C:26]([F:35])[C:25]=4[F:24])(=[O:20])=[O:19])[CH:16]=[CH:17][C:9]2=3)=[C:4]([C:22]#[N:23])[CH:3]=1, predict the reactants needed to synthesize it. The reactants are: [Cl:1][C:2]1[CH:7]=[CH:6][C:5]([N:8]2[CH2:13][CH2:12][O:11][C:10]3[CH:14]=[C:15]([S:18](Cl)(=[O:20])=[O:19])[CH:16]=[CH:17][C:9]2=3)=[C:4]([C:22]#[N:23])[CH:3]=1.[F:24][C:25]1[C:30]([OH:31])=[C:29]([F:32])[C:28]([F:33])=[C:27]([F:34])[C:26]=1[F:35].C(N(CC)CC)C.